This data is from Full USPTO retrosynthesis dataset with 1.9M reactions from patents (1976-2016). The task is: Predict the reactants needed to synthesize the given product. The reactants are: [N+:1]([C:4]1[CH:17]=[CH:16][C:7]([O:8][C:9]2[CH:14]=[CH:13][N:12]=[C:11]([NH2:15])[CH:10]=2)=[CH:6][C:5]=1[C:18]([F:21])([F:20])[F:19])([O-])=O. Given the product [NH2:1][C:4]1[CH:17]=[CH:16][C:7]([O:8][C:9]2[CH:14]=[CH:13][N:12]=[C:11]([NH2:15])[CH:10]=2)=[CH:6][C:5]=1[C:18]([F:21])([F:19])[F:20], predict the reactants needed to synthesize it.